Dataset: Catalyst prediction with 721,799 reactions and 888 catalyst types from USPTO. Task: Predict which catalyst facilitates the given reaction. Reactant: [NH2:1][C:2]1[S:3][CH:4]=[CH:5][N:6]=1.C(N(CC)C(C)C)(C)C.[C:16]1([N:22]=[C:23]=[O:24])[CH:21]=[CH:20][CH:19]=[CH:18][CH:17]=1.[NH4+].[Cl-]. Product: [C:16]1([NH:22][C:23]([NH:1][C:2]2[S:3][CH:4]=[CH:5][N:6]=2)=[O:24])[CH:21]=[CH:20][CH:19]=[CH:18][CH:17]=1. The catalyst class is: 1.